From a dataset of NCI-60 drug combinations with 297,098 pairs across 59 cell lines. Regression. Given two drug SMILES strings and cell line genomic features, predict the synergy score measuring deviation from expected non-interaction effect. (1) Drug 1: CC(C1=C(C=CC(=C1Cl)F)Cl)OC2=C(N=CC(=C2)C3=CN(N=C3)C4CCNCC4)N. Drug 2: CC1CCC2CC(C(=CC=CC=CC(CC(C(=O)C(C(C(=CC(C(=O)CC(OC(=O)C3CCCCN3C(=O)C(=O)C1(O2)O)C(C)CC4CCC(C(C4)OC)OCCO)C)C)O)OC)C)C)C)OC. Cell line: HL-60(TB). Synergy scores: CSS=-6.20, Synergy_ZIP=-7.15, Synergy_Bliss=-11.3, Synergy_Loewe=-20.2, Synergy_HSA=-15.6. (2) Drug 1: COC1=C(C=C2C(=C1)N=CN=C2NC3=CC(=C(C=C3)F)Cl)OCCCN4CCOCC4. Drug 2: CCC1(CC2CC(C3=C(CCN(C2)C1)C4=CC=CC=C4N3)(C5=C(C=C6C(=C5)C78CCN9C7C(C=CC9)(C(C(C8N6C=O)(C(=O)OC)O)OC(=O)C)CC)OC)C(=O)OC)O.OS(=O)(=O)O. Cell line: SK-OV-3. Synergy scores: CSS=34.8, Synergy_ZIP=2.04, Synergy_Bliss=2.79, Synergy_Loewe=2.00, Synergy_HSA=2.15. (3) Drug 1: CC=C1C(=O)NC(C(=O)OC2CC(=O)NC(C(=O)NC(CSSCCC=C2)C(=O)N1)C(C)C)C(C)C. Drug 2: COC1=C2C(=CC3=C1OC=C3)C=CC(=O)O2. Cell line: BT-549. Synergy scores: CSS=35.9, Synergy_ZIP=-3.51, Synergy_Bliss=-3.26, Synergy_Loewe=-50.1, Synergy_HSA=-5.01. (4) Drug 1: CCC1=C2CN3C(=CC4=C(C3=O)COC(=O)C4(CC)O)C2=NC5=C1C=C(C=C5)O. Drug 2: C(=O)(N)NO. Cell line: OVCAR3. Synergy scores: CSS=14.9, Synergy_ZIP=0.736, Synergy_Bliss=1.66, Synergy_Loewe=-49.3, Synergy_HSA=-2.44. (5) Drug 2: CN(CC1=CN=C2C(=N1)C(=NC(=N2)N)N)C3=CC=C(C=C3)C(=O)NC(CCC(=O)O)C(=O)O. Drug 1: CC12CCC3C(C1CCC2O)C(CC4=C3C=CC(=C4)O)CCCCCCCCCS(=O)CCCC(C(F)(F)F)(F)F. Synergy scores: CSS=22.8, Synergy_ZIP=-6.79, Synergy_Bliss=0.995, Synergy_Loewe=-42.0, Synergy_HSA=1.40. Cell line: HOP-92.